From a dataset of Peptide-MHC class II binding affinity with 134,281 pairs from IEDB. Regression. Given a peptide amino acid sequence and an MHC pseudo amino acid sequence, predict their binding affinity value. This is MHC class II binding data. (1) The peptide sequence is SRCYSIYLSINGVLE. The MHC is DRB1_0701 with pseudo-sequence DRB1_0701. The binding affinity (normalized) is 0.836. (2) The binding affinity (normalized) is 0. The MHC is DRB3_0101 with pseudo-sequence DRB3_0101. The peptide sequence is EFIAKVRSHAAIGAY.